This data is from Peptide-MHC class II binding affinity with 134,281 pairs from IEDB. The task is: Regression. Given a peptide amino acid sequence and an MHC pseudo amino acid sequence, predict their binding affinity value. This is MHC class II binding data. (1) The peptide sequence is QFKPEEITGIMKDFD. The MHC is DRB1_0301 with pseudo-sequence DRB1_0301. The binding affinity (normalized) is 0.199. (2) The peptide sequence is VVIEELFNRIPETSV. The MHC is DRB1_1501 with pseudo-sequence DRB1_1501. The binding affinity (normalized) is 0.526. (3) The peptide sequence is VDLAKSLRIAAKIYS. The MHC is DRB1_0404 with pseudo-sequence DRB1_0404. The binding affinity (normalized) is 0.349.